Dataset: Reaction yield outcomes from USPTO patents with 853,638 reactions. Task: Predict the reaction yield, written as a fraction of the theoretical maximum amount of product (1.0 means a 100% yield; for example, 0.34 means a 34% yield). (1) The reactants are [NH2:1][C:2]1[N:3]=[C:4]2[CH:9]=[CH:8][C:7]([O:10][C:11]3[CH:12]=[C:13]([NH:17][C:18](=[O:30])[C:19]4[CH:24]=[CH:23][CH:22]=[C:21]([C:25]5([C:28]#[N:29])[CH2:27][CH2:26]5)[CH:20]=4)[CH:14]=[CH:15][CH:16]=3)=[N:6][N:5]2[CH:31]=1.[CH3:32][C:33]1[CH:41]=[CH:40][C:36]([C:37](Cl)=[O:38])=[CH:35][N:34]=1.Cl.CN(C)CCCN=C=NCC.ON1C2C=CC=CC=2N=N1. The catalyst is CN(C)C=O. The product is [C:28]([C:25]1([C:21]2[CH:20]=[C:19]([CH:24]=[CH:23][CH:22]=2)[C:18]([NH:17][C:13]2[CH:12]=[C:11]([CH:16]=[CH:15][CH:14]=2)[O:10][C:7]2[CH:8]=[CH:9][C:4]3[N:5]([CH:31]=[C:2]([NH:1][C:37](=[O:38])[C:36]4[CH:40]=[CH:41][C:33]([CH3:32])=[N:34][CH:35]=4)[N:3]=3)[N:6]=2)=[O:30])[CH2:27][CH2:26]1)#[N:29]. The yield is 0.230. (2) The reactants are CC(C)([O-])C.[K+].[Br-].C1([C:14]([PH3+])([C:21]2[CH:26]=[CH:25][CH:24]=[CH:23][CH:22]=2)[C:15]2[CH:20]=CC=CC=2)C=CC=CC=1.C1(C([N:37]2[CH:41]=[C:40]([C:42]3[C:43]4[CH:50]=[CH:49][N:48]([CH2:51][O:52][CH2:53][CH2:54][Si:55]([CH3:58])([CH3:57])[CH3:56])[C:44]=4[N:45]=[CH:46][N:47]=3)[CH:39]=[N:38]2)CC=O)CCCC1. The catalyst is C1COCC1. The product is [CH:26]1([CH:21]([N:37]2[CH:41]=[C:40]([C:42]3[C:43]4[CH:50]=[CH:49][N:48]([CH2:51][O:52][CH2:53][CH2:54][Si:55]([CH3:58])([CH3:57])[CH3:56])[C:44]=4[N:45]=[CH:46][N:47]=3)[CH:39]=[N:38]2)[CH2:14][CH:15]=[CH2:20])[CH2:25][CH2:24][CH2:23][CH2:22]1. The yield is 0.440.